Dataset: Forward reaction prediction with 1.9M reactions from USPTO patents (1976-2016). Task: Predict the product of the given reaction. (1) Given the reactants [Br:1][C:2]1[CH:3]=[C:4]([CH:21]=[C:22]([CH2:24]Br)[CH:23]=1)[CH2:5][O:6][C:7]1[CH:12]=[CH:11][CH:10]=[CH:9][C:8]=1[CH2:13][C:14]([O:16][C:17]([CH3:20])([CH3:19])[CH3:18])=[O:15].[C:26]1([P:32]([C:39]2[CH:44]=[CH:43][CH:42]=[CH:41][CH:40]=2)[C:33]2[CH:38]=[CH:37][CH:36]=[CH:35][CH:34]=2)[CH:31]=[CH:30][CH:29]=[CH:28][CH:27]=1, predict the reaction product. The product is: [BrH:1].[Br:1][C:2]1[CH:3]=[C:4]([CH:21]=[C:22]([CH2:24][PH:32]([C:33]2[CH:34]=[CH:35][CH:36]=[CH:37][CH:38]=2)([C:39]2[CH:44]=[CH:43][CH:42]=[CH:41][CH:40]=2)[C:26]2[CH:27]=[CH:28][CH:29]=[CH:30][CH:31]=2)[CH:23]=1)[CH2:5][O:6][C:7]1[CH:12]=[CH:11][CH:10]=[CH:9][C:8]=1[CH2:13][C:14]([O:16][C:17]([CH3:20])([CH3:19])[CH3:18])=[O:15]. (2) Given the reactants C(OC([N:8]1[CH2:13][CH2:12][CH:11]([O:14][CH2:15][CH2:16][CH2:17][CH2:18][Br:19])[CH2:10][CH2:9]1)=O)(C)(C)C.[ClH:20], predict the reaction product. The product is: [ClH:20].[Br:19][CH2:18][CH2:17][CH2:16][CH2:15][O:14][CH:11]1[CH2:10][CH2:9][NH:8][CH2:13][CH2:12]1. (3) The product is: [CH:24]12[CH2:25][CH:20]1[CH2:21][N:22]([C:26]([C:28]1[C:32]([CH3:33])=[C:31]([C:34]3[CH:39]=[CH:38][C:37]([Cl:40])=[CH:36][CH:35]=3)[N:30]([CH3:41])[C:29]=1[C:8]1[CH:9]=[CH:10][C:5]([S:2]([NH2:1])(=[O:4])=[O:3])=[CH:6][CH:7]=1)=[O:27])[CH2:23]2. Given the reactants [NH2:1][S:2]([C:5]1[CH:10]=[CH:9][C:8](B(O)O)=[CH:7][CH:6]=1)(=[O:4])=[O:3].C(=O)([O-])[O-].[K+].[K+].[CH:20]12[CH2:25][CH:24]1[CH2:23][N:22]([C:26]([C:28]1[C:32]([CH3:33])=[C:31]([C:34]3[CH:39]=[CH:38][C:37]([Cl:40])=[CH:36][CH:35]=3)[N:30]([CH3:41])[C:29]=1Br)=[O:27])[CH2:21]2.C(O)C, predict the reaction product. (4) Given the reactants [Li+].[BH4-].[NH2:3][C:4]1[CH:9]=[CH:8][C:7]([C:10]2[CH2:11][C@@H:12]3[N:18]([CH:19]=2)[C:17](=[O:20])[C:16]2[CH:21]=[C:22]([O:66][CH3:67])[C:23]([O:25][CH2:26][CH2:27][CH2:28][CH2:29][CH2:30][O:31][C:32]4[C:63]([O:64][CH3:65])=[CH:62][C:35]5[C:36](=[O:61])[N:37]6[CH:52]=[C:51]([C:53]7[CH:58]=[CH:57][C:56]([O:59][CH3:60])=[CH:55][CH:54]=7)[CH2:50][C@H:38]6[C:39](=O)[N:40](COCC[Si](C)(C)C)[C:34]=5[CH:33]=4)=[CH:24][C:15]=2[N:14](COCC[Si](C)(C)C)[C:13]3=O)=[CH:6][CH:5]=1.CCO, predict the reaction product. The product is: [NH2:3][C:4]1[CH:9]=[CH:8][C:7]([C:10]2[CH2:11][C@@H:12]3[N:18]([CH:19]=2)[C:17](=[O:20])[C:16]2[CH:21]=[C:22]([O:66][CH3:67])[C:23]([O:25][CH2:26][CH2:27][CH2:28][CH2:29][CH2:30][O:31][C:32]4[C:63]([O:64][CH3:65])=[CH:62][C:35]5[C:36](=[O:61])[N:37]6[CH:52]=[C:51]([C:53]7[CH:54]=[CH:55][C:56]([O:59][CH3:60])=[CH:57][CH:58]=7)[CH2:50][C@H:38]6[CH:39]=[N:40][C:34]=5[CH:33]=4)=[CH:24][C:15]=2[N:14]=[CH:13]3)=[CH:6][CH:5]=1.